From a dataset of Forward reaction prediction with 1.9M reactions from USPTO patents (1976-2016). Predict the product of the given reaction. (1) Given the reactants [C:1]1([C:7]2[NH:8][CH:9]=[CH:10][N:11]=2)[CH:6]=[CH:5][CH:4]=[CH:3][CH:2]=1.[OH-].[Na+].[Cl:14][CH2:15][CH2:16]Cl, predict the reaction product. The product is: [Cl:14][CH2:15][CH2:16][N:11]1[CH:10]=[CH:9][N:8]=[C:7]1[C:1]1[CH:2]=[CH:3][CH:4]=[CH:5][CH:6]=1. (2) Given the reactants [Cl:1][C:2]1[CH:9]=[C:8]([N:10]2[C:14]([CH3:15])=[C:13]([CH2:16][OH:17])[C:12]([CH3:18])=[N:11]2)[CH:7]=[CH:6][C:3]=1[C:4]#[N:5].[Cl:19][C:20]1[CH:25]=[CH:24][C:23](O)=[C:22]([F:27])[CH:21]=1, predict the reaction product. The product is: [Cl:1][C:2]1[CH:9]=[C:8]([N:10]2[C:14]([CH3:15])=[C:13]([CH2:16][O:17][C:23]3[CH:24]=[CH:25][C:20]([Cl:19])=[CH:21][C:22]=3[F:27])[C:12]([CH3:18])=[N:11]2)[CH:7]=[CH:6][C:3]=1[C:4]#[N:5]. (3) Given the reactants [NH2:1][C:2]1[C:7]([CH:8]=[O:9])=[C:6]([Cl:10])[N:5]=[CH:4][N:3]=1.S(=O)(=O)([OH:13])N.Cl([O-])=O.[Na+], predict the reaction product. The product is: [NH2:1][C:2]1[C:7]([C:8]([OH:13])=[O:9])=[C:6]([Cl:10])[N:5]=[CH:4][N:3]=1. (4) Given the reactants [OH:1][C:2]1[CH:7]=[CH:6][CH:5]=[CH:4][C:3]=1[C:8]1[O:9][C:10]2[CH:18]=[CH:17][CH:16]=[CH:15][C:11]=2[C:12](=O)[N:13]=1.Cl.[F:20][C:21]1[CH:26]=[C:25]([F:27])[CH:24]=[CH:23][C:22]=1[NH:28][NH2:29].C(N(CC)CC)C, predict the reaction product. The product is: [OH:1][C:2]1[CH:7]=[CH:6][CH:5]=[CH:4][C:3]=1[C:8]1[N:13]=[C:12]([C:11]2[CH:15]=[CH:16][CH:17]=[CH:18][C:10]=2[OH:9])[N:28]([C:22]2[CH:23]=[CH:24][C:25]([F:27])=[CH:26][C:21]=2[F:20])[N:29]=1. (5) Given the reactants FC1C=CC=CC=1C1CCCN(C(C2C=CN=C(N(C)C)C=2)=O)C1.Cl.[Cl:26][C:27]1[CH:32]=[CH:31][C:30]([CH:33]2[CH2:38][CH2:37][CH2:36][NH:35][CH2:34]2)=[C:29]([CH3:39])[CH:28]=1.[CH3:40][N:41]([CH3:51])[C:42]1[N:47]=[N:46][CH:45]=[C:44]([C:48](O)=[O:49])[CH:43]=1, predict the reaction product. The product is: [Cl:26][C:27]1[CH:32]=[CH:31][C:30]([CH:33]2[CH2:38][CH2:37][CH2:36][N:35]([C:48]([C:44]3[CH:43]=[C:42]([N:41]([CH3:51])[CH3:40])[N:47]=[N:46][CH:45]=3)=[O:49])[CH2:34]2)=[C:29]([CH3:39])[CH:28]=1. (6) Given the reactants [CH:1]1([C:4]2[N:8]([C:9]3[N:14]=[CH:13][C:12]([NH:15][C:16](=[O:23])[C:17]4[CH:22]=[CH:21][N:20]=[CH:19][CH:18]=4)=[CH:11][CH:10]=3)[N:7]=[C:6]([C:24]([F:27])([F:26])[F:25])[CH:5]=2)[CH2:3][CH2:2]1.C(O)(=O)C1C=CN=CC=1.[ClH:37], predict the reaction product. The product is: [ClH:37].[CH:1]1([C:4]2[N:8]([C:9]3[N:14]=[CH:13][C:12]([NH:15][C:16](=[O:23])[C:17]4[CH:22]=[CH:21][N:20]=[CH:19][CH:18]=4)=[CH:11][CH:10]=3)[N:7]=[C:6]([C:24]([F:27])([F:25])[F:26])[CH:5]=2)[CH2:3][CH2:2]1. (7) Given the reactants Br[C:2]1[CH:3]=[C:4]2[C:9](=[CH:10][CH:11]=1)[N:8]=[C:7]([NH:12][CH2:13][CH2:14][OH:15])[N:6]=[C:5]2[C:16]1[CH:21]=[CH:20][N:19]=[CH:18][CH:17]=1.C([O-])(=O)C.[K+].B1(B2OC(C)(C)C(C)(C)O2)OC(C)(C)C(C)(C)O1.[NH2:45][C:46]1[C:51]([S:52]([N:55]([CH3:57])[CH3:56])(=[O:54])=[O:53])=[CH:50][C:49](Br)=[CH:48][N:47]=1.C([O-])([O-])=O.[K+].[K+], predict the reaction product. The product is: [NH2:45][C:46]1[C:51]([S:52]([N:55]([CH3:57])[CH3:56])(=[O:54])=[O:53])=[CH:50][C:49]([C:2]2[CH:3]=[C:4]3[C:9](=[CH:10][CH:11]=2)[N:8]=[C:7]([NH:12][CH2:13][CH2:14][OH:15])[N:6]=[C:5]3[C:16]2[CH:21]=[CH:20][N:19]=[CH:18][CH:17]=2)=[CH:48][N:47]=1.